Predict the product of the given reaction. From a dataset of Forward reaction prediction with 1.9M reactions from USPTO patents (1976-2016). (1) Given the reactants [CH3:1][O:2][C:3]1[CH:8]=[C:7]([N+:9]([O-])=O)[CH:6]=[CH:5][C:4]=1[NH:12][C:13](=[O:19])[O:14][C:15]([CH3:18])([CH3:17])[CH3:16], predict the reaction product. The product is: [NH2:9][C:7]1[CH:6]=[CH:5][C:4]([NH:12][C:13](=[O:19])[O:14][C:15]([CH3:16])([CH3:17])[CH3:18])=[C:3]([O:2][CH3:1])[CH:8]=1. (2) Given the reactants [Cl:1][C:2]1[CH:9]=[C:8]([O:10][CH2:11][C:12]2[CH:17]=[CH:16][CH:15]=[CH:14][CH:13]=2)[CH:7]=[C:6]([Cl:18])[C:3]=1[CH:4]=[O:5].CC1C=C(C=C(C)C=1C[C:31]1[CH:36]=[CH:35][C:34]([O:37][CH2:38][O:39][CH3:40])=[C:33]([CH2:41][C:42]2[CH:47]=[CH:46][C:45]([F:48])=[CH:44][CH:43]=2)[CH:32]=1)C(OC)=O, predict the reaction product. The product is: [CH2:11]([O:10][C:8]1[CH:9]=[C:2]([Cl:1])[C:3]([CH:4]([C:31]2[CH:36]=[CH:35][C:34]([O:37][CH2:38][O:39][CH3:40])=[C:33]([CH2:41][C:42]3[CH:43]=[CH:44][C:45]([F:48])=[CH:46][CH:47]=3)[CH:32]=2)[OH:5])=[C:6]([Cl:18])[CH:7]=1)[C:12]1[CH:13]=[CH:14][CH:15]=[CH:16][CH:17]=1. (3) Given the reactants [CH2:1]([O:8][CH2:9][C@@H:10]1[CH2:13][C@H:12]([CH:14]=[O:15])[CH2:11]1)[C:2]1[CH:7]=[CH:6][CH:5]=[CH:4][CH:3]=1.CC(C[AlH]CC(C)C)C, predict the reaction product. The product is: [OH:15][CH2:14][C@H:12]1[CH2:13][C@@H:10]([CH2:9][O:8][CH2:1][C:2]2[CH:3]=[CH:4][CH:5]=[CH:6][CH:7]=2)[CH2:11]1.